Dataset: Catalyst prediction with 721,799 reactions and 888 catalyst types from USPTO. Task: Predict which catalyst facilitates the given reaction. (1) Reactant: C(O[CH2:5][C:6]1[CH:11]=[C:10]([C:12](=[O:21])[C:13]2[CH:18]=[CH:17][C:16]([C:19]#[N:20])=[CH:15][CH:14]=2)[CH:9]=[CH:8][C:7]=1[B:22]1[O:26]C(C)(C)C(C)(C)[O:23]1)(=O)C.[OH-].[Na+].Cl. Product: [OH:23][B:22]1[C:7]2[CH:8]=[CH:9][C:10]([C:12]([C:13]3[CH:18]=[CH:17][C:16]([C:19]#[N:20])=[CH:15][CH:14]=3)=[O:21])=[CH:11][C:6]=2[CH2:5][O:26]1. The catalyst class is: 20. (2) Reactant: [CH2:1]([O:4][C:5]([N:7]1[CH2:12][CH2:11][N:10]([C:13](=[O:50])[C@@H:14]([NH:20][C:21]([C:23]2[CH:27]=[C:26]([O:28][CH2:29][C:30]([N:32]3[CH2:36][CH2:35][CH2:34][C@H:33]3[C:37](=[O:43])[NH:38][CH:39]3[CH2:42][CH2:41][CH2:40]3)=[O:31])[N:25]([C:44]3[CH:49]=[CH:48][CH:47]=[CH:46][CH:45]=3)[N:24]=2)=[O:22])[CH2:15][CH2:16][C:17]([OH:19])=[O:18])[CH2:9][CH2:8]1)=[O:6])[CH2:2][CH3:3].[CH2:51](Cl)CCl.CO. Product: [CH2:1]([O:4][C:5]([N:7]1[CH2:12][CH2:11][N:10]([C:13](=[O:50])[C@@H:14]([NH:20][C:21]([C:23]2[CH:27]=[C:26]([O:28][CH2:29][C:30]([N:32]3[CH2:36][CH2:35][CH2:34][C@H:33]3[C:37](=[O:43])[NH:38][CH:39]3[CH2:40][CH2:41][CH2:42]3)=[O:31])[N:25]([C:44]3[CH:49]=[CH:48][CH:47]=[CH:46][CH:45]=3)[N:24]=2)=[O:22])[CH2:15][CH2:16][C:17]([O:19][CH3:51])=[O:18])[CH2:9][CH2:8]1)=[O:6])[CH2:2][CH3:3]. The catalyst class is: 239. (3) Reactant: [CH2:1](O)[CH:2]([CH2:4][CH2:5][CH2:6][C@H:7]([C@@H:9]1[C@:26]2([CH3:27])[C@H:12]([C@H:13]3[C@H:23]([CH2:24][CH2:25]2)[C@:21]2([CH3:22])[CH:16]([CH2:17]CC[CH2:20]2)[CH2:15][CH2:14]3)[CH2:11][CH2:10]1)[CH3:8])[CH3:3].[OH-].[K+].[C:31](#[N:34])[CH:32]=[CH2:33].C1[O:52][CH2:51][CH2:50]OCCOCCOCCOCCOC1. Product: [CH3:3][CH:2]([CH2:4][CH2:5][CH2:6][C@H:7]([C@@H:9]1[C@:26]2([CH3:27])[C@H:12]([C@H:13]3[C@H:23]([CH2:24][CH2:25]2)[C@:21]2([CH3:22])[CH:16]([CH2:17][CH:51]([O:52][CH2:33][CH2:32][C:31]#[N:34])[CH2:50][CH2:20]2)[CH2:15][CH2:14]3)[CH2:11][CH2:10]1)[CH3:8])[CH3:1]. The catalyst class is: 2. (4) Reactant: [Si:1]([O:8][CH:9]([C:22]1[O:23][CH:24]=[CH:25][N:26]=1)[CH2:10][CH2:11][CH2:12][CH2:13][CH2:14][CH2:15][C:16]1[CH:21]=[CH:20][CH:19]=[CH:18][CH:17]=1)([C:4]([CH3:7])([CH3:6])[CH3:5])([CH3:3])[CH3:2].[Li][C:28](C)(C)C.CI. Product: [Si:1]([O:8][CH:9]([C:22]1[O:23][C:24]([CH3:28])=[CH:25][N:26]=1)[CH2:10][CH2:11][CH2:12][CH2:13][CH2:14][CH2:15][C:16]1[CH:21]=[CH:20][CH:19]=[CH:18][CH:17]=1)([C:4]([CH3:7])([CH3:5])[CH3:6])([CH3:2])[CH3:3]. The catalyst class is: 49.